This data is from Reaction yield outcomes from USPTO patents with 853,638 reactions. The task is: Predict the reaction yield, written as a fraction of the theoretical maximum amount of product (1.0 means a 100% yield; for example, 0.34 means a 34% yield). (1) No catalyst specified. The reactants are Cl.Cl.CN(C)[C:5](=[O:30])[CH2:6][O:7][CH2:8][CH2:9][N:10]1[CH2:15][CH2:14][N:13]([CH:16]([C:24]2[CH:29]=[CH:28][CH:27]=[CH:26][CH:25]=2)[C:17]2[CH:22]=[CH:21][C:20]([Cl:23])=[CH:19][CH:18]=2)[CH2:12][CH2:11]1.C(O)(=O)/C=C/C(O)=[O:36].CN(C)C(=O)COCCN1CCN(C(C2C=CC=CC=2)C2C=CC([Cl:60])=CC=2)CC1. The yield is 0.778. The product is [ClH:23].[ClH:60].[C:24]1([CH:16]([N:13]2[CH2:14][CH2:15][N:10]([CH2:9][CH2:8][O:7][CH2:6][C:5]([OH:30])=[O:36])[CH2:11][CH2:12]2)[C:17]2[CH:18]=[CH:19][C:20]([Cl:23])=[CH:21][CH:22]=2)[CH:29]=[CH:28][CH:27]=[CH:26][CH:25]=1. (2) The reactants are Cl[C:2]1[CH:7]=[N:6][NH:5][C:4](=[O:8])[CH:3]=1.C([Sn](CCCC)(CCCC)[C:14]1[C:19]([CH3:20])=[CH:18][CH:17]=[CH:16][N:15]=1)CCC.[Cl-].[Li+].C(OCC)(=O)C.O. The catalyst is O1CCOCC1.[Pd].C1(P(C2C=CC=CC=2)C2C=CC=CC=2)C=CC=CC=1.C1(P(C2C=CC=CC=2)C2C=CC=CC=2)C=CC=CC=1.C1(P(C2C=CC=CC=2)C2C=CC=CC=2)C=CC=CC=1.C1(P(C2C=CC=CC=2)C2C=CC=CC=2)C=CC=CC=1.[Cu]I. The product is [CH3:20][C:19]1[C:14]([C:2]2[CH:7]=[N:6][NH:5][C:4](=[O:8])[CH:3]=2)=[N:15][CH:16]=[CH:17][CH:18]=1. The yield is 0.690. (3) The reactants are [CH:1]([C:4]1[N:8]=[C:7]([CH:9]2[CH2:14][CH2:13][C:12](=O)[CH2:11][CH2:10]2)[O:6][N:5]=1)([CH3:3])[CH3:2].O.[NH2:17][NH2:18].[BH4-].[Na+].O. The catalyst is CO. The product is [CH:1]([C:4]1[N:8]=[C:7]([CH:9]2[CH2:14][CH2:13][CH:12]([NH:17][NH2:18])[CH2:11][CH2:10]2)[O:6][N:5]=1)([CH3:3])[CH3:2]. The yield is 0.430. (4) The yield is 0.600. The catalyst is [Br-].C([N+](CCCC)(CCCC)CCCC)CCC.ClCCl. The product is [Cl:12][CH2:13][CH2:14][CH2:15][CH2:16][N:1]1[C:5]2[CH:6]=[CH:7][CH:8]=[CH:9][C:4]=2[N:3]=[CH:2]1. The reactants are [NH:1]1[C:5]2[CH:6]=[CH:7][CH:8]=[CH:9][C:4]=2[N:3]=[CH:2]1.[OH-].[Na+].[Cl:12][CH2:13][CH2:14][CH2:15][CH2:16]Br. (5) The reactants are [CH3:1][O:2][C:3]1[CH:4]=[C:5]([C:11]2([CH:16]=[CH:17][CH2:18][CH2:19][CH2:20][CH3:21])[CH2:15][CH2:14][CH2:13][CH2:12]2)[CH:6]=[C:7]([O:9][CH3:10])[CH:8]=1. The catalyst is C(OCC)(=O)C.[Pd]. The product is [CH3:10][O:9][C:7]1[CH:6]=[C:5]([C:11]2([CH2:16][CH2:17][CH2:18][CH2:19][CH2:20][CH3:21])[CH2:15][CH2:14][CH2:13][CH2:12]2)[CH:4]=[C:3]([O:2][CH3:1])[CH:8]=1. The yield is 0.950. (6) The reactants are Br[C:2]1[CH:3]=[C:4]([CH:28]=[CH:29][CH:30]=1)[C:5]([NH:7][C:8]1[N:9]=[N:10][C:11]([N:14]2[C:18]([C:19]([F:22])([F:21])[F:20])=[CH:17][C:16]([C:23]3[S:24][CH:25]=[CH:26][N:27]=3)=[N:15]2)=[CH:12][CH:13]=1)=[O:6].[F:31][C:32]1[CH:37]=[CH:36][C:35](B(O)O)=[CH:34][N:33]=1.C(=O)([O-])[O-].[Cs+].[Cs+]. The catalyst is CN(C)C=O.[Pd].C1(P(C2C=CC=CC=2)C2C=CC=CC=2)C=CC=CC=1.C1(P(C2C=CC=CC=2)C2C=CC=CC=2)C=CC=CC=1.C1(P(C2C=CC=CC=2)C2C=CC=CC=2)C=CC=CC=1.C1(P(C2C=CC=CC=2)C2C=CC=CC=2)C=CC=CC=1. The product is [F:31][C:32]1[N:33]=[CH:34][C:35]([C:2]2[CH:3]=[C:4]([CH:28]=[CH:29][CH:30]=2)[C:5]([NH:7][C:8]2[N:9]=[N:10][C:11]([N:14]3[C:18]([C:19]([F:21])([F:22])[F:20])=[CH:17][C:16]([C:23]4[S:24][CH:25]=[CH:26][N:27]=4)=[N:15]3)=[CH:12][CH:13]=2)=[O:6])=[CH:36][CH:37]=1. The yield is 0.200. (7) The reactants are [F:1][C:2]([F:12])([F:11])[CH2:3][CH2:4][CH2:5][O:6][CH:7]1[CH2:10][NH:9][CH2:8]1.CCN=C=NCCCN(C)C.C1C=CC2N(O)N=NC=2C=1.C(N(C(C)C)CC)(C)C.Cl.[O:44]=[C:45]1[NH:54][C:53]2[N:52]=[CH:51][C:50](/[CH:55]=[CH:56]/[C:57](O)=[O:58])=[CH:49][C:48]=2[CH2:47][CH2:46]1. The catalyst is CN(C)C=O.C(OCC)(=O)C.O. The product is [O:58]=[C:57]([N:9]1[CH2:8][CH:7]([O:6][CH2:5][CH2:4][CH2:3][C:2]([F:1])([F:11])[F:12])[CH2:10]1)/[CH:56]=[CH:55]/[C:50]1[CH:49]=[C:48]2[C:53](=[N:52][CH:51]=1)[NH:54][C:45](=[O:44])[CH2:46][CH2:47]2. The yield is 0.350. (8) The reactants are [Cl:1][C:2]1[CH:3]=[C:4]([C:8]2[O:9][N:10]=[C:11]3[CH:16]=[CH:15][C:14]([C:17]([C:19]4[CH:24]=[CH:23][C:22]([F:25])=[CH:21][CH:20]=4)=[O:18])=[CH:13][C:12]=23)[CH:5]=[CH:6][CH:7]=1. The catalyst is C1COCC1.O. The product is [Cl:1][C:2]1[CH:3]=[C:4]([C:8]2[O:9][N:10]=[C:11]3[CH:16]=[CH:15][C:14]([CH:17]([C:19]4[CH:20]=[CH:21][C:22]([F:25])=[CH:23][CH:24]=4)[OH:18])=[CH:13][C:12]=23)[CH:5]=[CH:6][CH:7]=1. The yield is 0.268. (9) The reactants are [CH3:1][C:2]1[C:10]([C:11]2[S:12][C:13]([C:24]([O:26][CH3:27])=[O:25])=[C:14](OS(C(F)(F)F)(=O)=O)[N:15]=2)=[C:5]2[CH:6]=[CH:7][CH:8]=[CH:9][N:4]2[N:3]=1.[CH2:28]([O:30][C:31]1[CH:36]=[CH:35][CH:34]=[C:33]([F:37])[C:32]=1B(O)O)[CH3:29].C(=O)([O-])[O-].[Cs+].[Cs+].O. The catalyst is COCCOC. The product is [CH2:28]([O:30][C:31]1[CH:36]=[CH:35][CH:34]=[C:33]([F:37])[C:32]=1[C:14]1[N:15]=[C:11]([C:10]2[C:2]([CH3:1])=[N:3][N:4]3[CH:9]=[CH:8][CH:7]=[CH:6][C:5]=23)[S:12][C:13]=1[C:24]([O:26][CH3:27])=[O:25])[CH3:29]. The yield is 1.00. (10) The reactants are [C:1]([O:5][C:6]([NH:8][C:9]1[CH:14]=[CH:13][N:12]=[CH:11][C:10]=1[NH2:15])=[O:7])([CH3:4])([CH3:3])[CH3:2].N1C=CC=CC=1.[C:22](Cl)(=[O:31])[C:23]1[CH:28]=[CH:27][C:26]([O:29][CH3:30])=[CH:25][CH:24]=1.[OH-].[Na+]. The catalyst is C(Cl)Cl.C(OCC)(=O)C. The product is [C:1]([O:5][C:6]([NH:8][C:9]1[CH:14]=[CH:13][N:12]=[CH:11][C:10]=1[NH:15][C:22](=[O:31])[C:23]1[CH:28]=[CH:27][C:26]([O:29][CH3:30])=[CH:25][CH:24]=1)=[O:7])([CH3:4])([CH3:2])[CH3:3]. The yield is 0.600.